From a dataset of NCI-60 drug combinations with 297,098 pairs across 59 cell lines. Regression. Given two drug SMILES strings and cell line genomic features, predict the synergy score measuring deviation from expected non-interaction effect. (1) Drug 1: C1=NC2=C(N1)C(=S)N=C(N2)N. Drug 2: CC(C)NC(=O)C1=CC=C(C=C1)CNNC.Cl. Cell line: NCI-H322M. Synergy scores: CSS=32.6, Synergy_ZIP=-4.90, Synergy_Bliss=-2.31, Synergy_Loewe=-30.7, Synergy_HSA=-3.68. (2) Drug 1: C1CCN(CC1)CCOC2=CC=C(C=C2)C(=O)C3=C(SC4=C3C=CC(=C4)O)C5=CC=C(C=C5)O. Drug 2: CC1=CC2C(CCC3(C2CCC3(C(=O)C)OC(=O)C)C)C4(C1=CC(=O)CC4)C. Cell line: HT29. Synergy scores: CSS=-6.29, Synergy_ZIP=2.22, Synergy_Bliss=-4.07, Synergy_Loewe=-5.89, Synergy_HSA=-7.60. (3) Drug 1: CC1=C2C(C(=O)C3(C(CC4C(C3C(C(C2(C)C)(CC1OC(=O)C(C(C5=CC=CC=C5)NC(=O)C6=CC=CC=C6)O)O)OC(=O)C7=CC=CC=C7)(CO4)OC(=O)C)O)C)OC(=O)C. Drug 2: CC(C)CN1C=NC2=C1C3=CC=CC=C3N=C2N. Cell line: KM12. Synergy scores: CSS=46.4, Synergy_ZIP=-1.17, Synergy_Bliss=-6.36, Synergy_Loewe=-16.6, Synergy_HSA=-4.69. (4) Drug 1: C(=O)(N)NO. Synergy scores: CSS=-3.44, Synergy_ZIP=2.04, Synergy_Bliss=1.04, Synergy_Loewe=-11.6, Synergy_HSA=-4.80. Drug 2: CN(CC1=CN=C2C(=N1)C(=NC(=N2)N)N)C3=CC=C(C=C3)C(=O)NC(CCC(=O)O)C(=O)O. Cell line: SK-MEL-2. (5) Drug 1: C1CCN(CC1)CCOC2=CC=C(C=C2)C(=O)C3=C(SC4=C3C=CC(=C4)O)C5=CC=C(C=C5)O. Drug 2: CC=C1C(=O)NC(C(=O)OC2CC(=O)NC(C(=O)NC(CSSCCC=C2)C(=O)N1)C(C)C)C(C)C. Cell line: ACHN. Synergy scores: CSS=6.72, Synergy_ZIP=0.539, Synergy_Bliss=9.32, Synergy_Loewe=-6.40, Synergy_HSA=5.04. (6) Drug 1: C1=C(C(=O)NC(=O)N1)F. Drug 2: CCCCCOC(=O)NC1=NC(=O)N(C=C1F)C2C(C(C(O2)C)O)O. Cell line: IGROV1. Synergy scores: CSS=41.8, Synergy_ZIP=11.0, Synergy_Bliss=11.7, Synergy_Loewe=0.143, Synergy_HSA=12.0. (7) Synergy scores: CSS=3.84, Synergy_ZIP=1.84, Synergy_Bliss=1.02, Synergy_Loewe=-8.80, Synergy_HSA=-3.63. Cell line: SK-MEL-28. Drug 2: CC1=CC2C(CCC3(C2CCC3(C(=O)C)OC(=O)C)C)C4(C1=CC(=O)CC4)C. Drug 1: CC12CCC(CC1=CCC3C2CCC4(C3CC=C4C5=CN=CC=C5)C)O. (8) Drug 1: CC1=C2C(C(=O)C3(C(CC4C(C3C(C(C2(C)C)(CC1OC(=O)C(C(C5=CC=CC=C5)NC(=O)OC(C)(C)C)O)O)OC(=O)C6=CC=CC=C6)(CO4)OC(=O)C)OC)C)OC. Drug 2: CC1C(C(CC(O1)OC2CC(OC(C2O)C)OC3=CC4=CC5=C(C(=O)C(C(C5)C(C(=O)C(C(C)O)O)OC)OC6CC(C(C(O6)C)O)OC7CC(C(C(O7)C)O)OC8CC(C(C(O8)C)O)(C)O)C(=C4C(=C3C)O)O)O)O. Cell line: CAKI-1. Synergy scores: CSS=61.1, Synergy_ZIP=17.9, Synergy_Bliss=13.9, Synergy_Loewe=-1.39, Synergy_HSA=16.4. (9) Drug 1: C1=C(C(=O)NC(=O)N1)F. Drug 2: CN1C=C(C=N1)C2=C3N=C(C(=C(N3N=C2)N)Br)C4CCCNC4. Cell line: NCIH23. Synergy scores: CSS=59.5, Synergy_ZIP=-5.02, Synergy_Bliss=-7.17, Synergy_Loewe=-5.54, Synergy_HSA=-0.191.